This data is from Experimentally validated miRNA-target interactions with 360,000+ pairs, plus equal number of negative samples. The task is: Binary Classification. Given a miRNA mature sequence and a target amino acid sequence, predict their likelihood of interaction. (1) The miRNA is hsa-miR-548as-3p with sequence UAAAACCCACAAUUAUGUUUGU. The protein sequence of the target gene is MVEADHPGKLFIGGLNRETNEKMLKAVFGKHGPISEVLLIKDRTSKSRGFAFITFENPADAKNAAKDMNGKSLHGKAIKVEQAKKPSFQSGGRRRPPASSRNRSPSGSLRSARGSRGGTRGWLPSQEGHLDDGGYTPDLKMSYSRGLIPVKRGPSSRSGGPPPKKSAPSAVARSNSWMGSQGPMSQRRENYGVPPRRATISSWRNDRMSTRHDGYATNDGNHPSCQETRDYAPPSRGYAYRDNGHSNRDEHSSRGYRNHRSSRETRDYAPPSRGHAYRDYGHSRRDESYSRGYRNRRSSR.... Result: 0 (no interaction). (2) The miRNA is hsa-miR-411-3p with sequence UAUGUAACACGGUCCACUAACC. The protein sequence of the target gene is MAKREDSPGPEVQPMDKQFLVCSICLDRYQCPKVLPCLHTFCERCLQNYIPAQSLTLSCPVCRQTSILPEQGVSALQNNFFISSLMEAMQQAPDGAHDPEDPHPLSVVAGRPLSCPNHEGKTMEFYCEACETAMCGECRAGEHREHGTVLLRDVVEQHKAALQRQLEAVRGRLPQLSAAIALVGGISQQLQERKAEALAQISAAFEDLEQALQQRKQALVSDLETICGAKQKVLQSQLDTLRQGQEHIGSSCSFAEQALRLGSAPEVLLVRKHMRERLAALAAQAFPERPHENAQLELVL.... Result: 0 (no interaction). (3) The miRNA is hsa-miR-448 with sequence UUGCAUAUGUAGGAUGUCCCAU. The protein sequence of the target gene is MAADKPADQGAEKHEGAGQSSGVTDQEKELSASALQAFTSGNYDACLQHLACLQDINKDDYKIILNTAVAEFFKNNQTTTDNLRQTLNQLKNQVHSAVEEMDGLDDVENSMLYYNQAVILYHLRQYTEAISVGEKLYQFIEPFEEKFAQAVCFLLVDLYILTHQAEKALHLLAVLEKMISQGSGGKNGKNETGNNSSKDGSNPKAESAALIEAAKSKIHQYKVRGYIQMKSLKACKREIKSVMNTAGNSAPSLFLKSNFEYLRGNYRKAVKLLNSSNIAEHPGFMKTGECLRCMFWNNLG.... Result: 0 (no interaction). (4) The miRNA is hsa-miR-3689c with sequence CUGGGAGGUGUGAUAUUGUGGU. The protein sequence of the target gene is MAAPAEPCAGQGVWNQTEPEPAATSLLSLCFLRTAGVWVPPMYLWVLGPIYLLFIHHHGRGYLRMSPLFKAKMVLGFALIVLCTSSVAVALWKIQQGTPEAPEFLIHPTVWLTTMSFAVFLIHTERKKGVQSSGVLFGYWLLCFVLPATNAAQQASGAGFQSDPVRHLSTYLCLSLVVAQFVLSCLADQPPFFPEDPQQSNPCPETGAAFPSKATFWWVSGLVWRGYRRPLRPKDLWSLGRENSSEELVSRLEKEWMRNRSAARRHNKAIAFKRKGGSGMKAPETEPFLRQEGSQWRPLL.... Result: 0 (no interaction). (5) The miRNA is rno-miR-409a-3p with sequence AAUGUUGCUCGGUGAACCCC. The protein sequence of the target gene is MVPGAAGWCCLVLWLPACVAAHGFRIHDYLYFQVLSPGDIRYIFTATPAKDFGGIFHTRYEQIHLVPAEPPEACGELSNGFFIQDQIALVERGGCSFLSKTRVVQEHGGRAVIISDNAVDNDSFYVEMIQDSTQRTADIPALFLLGRDGYMIRRSLEQHGLPWAIISIPVNVTSIPTFELLQPPWTFW. Result: 0 (no interaction).